From a dataset of Forward reaction prediction with 1.9M reactions from USPTO patents (1976-2016). Predict the product of the given reaction. (1) Given the reactants [Cl:1][C:2]1[C:3]([F:28])=[C:4]([CH:25]=[CH:26][CH:27]=1)[NH:5][C:6]1[C:15]2[C:10](=[CH:11][C:12]([O:23][CH3:24])=[C:13]([O:16][CH:17]3[CH2:22][CH2:21][CH2:20][NH:19][CH2:18]3)[CH:14]=2)[N:9]=[CH:8][N:7]=1.[Cl:29][CH2:30][C:31](Cl)=[O:32].C(N(CC)C(C)C)(C)C, predict the reaction product. The product is: [Cl:29][CH2:30][C:31]([N:19]1[CH2:20][CH2:21][CH2:22][CH:17]([O:16][C:13]2[CH:14]=[C:15]3[C:10](=[CH:11][C:12]=2[O:23][CH3:24])[N:9]=[CH:8][N:7]=[C:6]3[NH:5][C:4]2[CH:25]=[CH:26][CH:27]=[C:2]([Cl:1])[C:3]=2[F:28])[CH2:18]1)=[O:32]. (2) Given the reactants [CH2:1]([O:3][C:4]([C:6]1[NH:7][C:8]2[C:13]([CH:14]=1)=[C:12]([O:15][CH3:16])[CH:11]=[CH:10][CH:9]=2)=[O:5])[CH3:2].Br[CH2:18][C:19]1[C:28]2[C:23](=[CH:24][CH:25]=[C:26]([F:29])[CH:27]=2)[CH:22]=[CH:21][CH:20]=1, predict the reaction product. The product is: [CH2:1]([O:3][C:4]([C:6]1[N:7]([CH2:18][C:19]2[C:28]3[C:23](=[CH:24][CH:25]=[C:26]([F:29])[CH:27]=3)[CH:22]=[CH:21][CH:20]=2)[C:8]2[C:13]([CH:14]=1)=[C:12]([O:15][CH3:16])[CH:11]=[CH:10][CH:9]=2)=[O:5])[CH3:2].